This data is from Forward reaction prediction with 1.9M reactions from USPTO patents (1976-2016). The task is: Predict the product of the given reaction. (1) Given the reactants Cl.Cl.CNN(NC)C(N)=[N:7][S:8][CH2:9][CH2:10][CH3:11].C[CH2:16][N:17]([CH:21](C)C)[CH:18](C)C.C1C(C[Cl-]C([O-])=O)=CC=C([N+:35]([O-])=O)C=1.O, predict the reaction product. The product is: [CH3:21][N:17]([CH3:16])[C:18]([NH2:35])=[N:7][S:8][CH2:9][CH2:10][CH3:11]. (2) Given the reactants [S:1]1[CH2:5][C@@H:4]([CH2:6][OH:7])[NH:3][CH2:2]1.[Cl:8][CH2:9][CH:10]1[CH2:12]O1, predict the reaction product. The product is: [Cl:8][CH2:9][CH:10]1[O:7][CH2:6][C@@H:4]2[CH2:5][S:1][CH2:2][N:3]2[CH2:12]1. (3) Given the reactants [N:1]1([C:6]2[CH:21]=[CH:20][C:9]([CH:10]=[C:11]([C:16](=[O:19])[CH2:17][CH3:18])[C:12]([O:14][CH3:15])=[O:13])=[CH:8][CH:7]=2)[CH:5]=[CH:4][CH:3]=[N:2]1.C(OCC)(=O)C, predict the reaction product. The product is: [N:1]1([C:6]2[CH:7]=[CH:8][C:9]([CH2:10][CH:11]([C:16](=[O:19])[CH2:17][CH3:18])[C:12]([O:14][CH3:15])=[O:13])=[CH:20][CH:21]=2)[CH:5]=[CH:4][CH:3]=[N:2]1. (4) Given the reactants Br[C:2]1[CH:3]=[N:4][C:5]([NH:8][C:9]([CH3:12])([CH3:11])[CH3:10])=[N:6][CH:7]=1.Br[C:14]1[CH:15]=[CH:16][C:17]([NH2:20])=[N:18][CH:19]=1, predict the reaction product. The product is: [NH2:20][C:17]1[N:18]=[CH:19][C:14]([C:2]2[CH:3]=[N:4][C:5]([NH:8][C:9]([CH3:12])([CH3:11])[CH3:10])=[N:6][CH:7]=2)=[CH:15][CH:16]=1. (5) Given the reactants [CH2:1]1[O:11][C:10]2[CH:9]=[CH:8][C:5]([CH2:6][NH2:7])=[CH:4][C:3]=2[O:2]1.[CH3:12][O:13][C:14]1[C:23]([O:24][CH2:25][CH2:26][CH2:27][CH2:28][CH3:29])=[C:22]2[C:17]([CH:18]=[C:19]([C:31](Cl)=[O:32])[C:20](=[O:30])[NH:21]2)=[CH:16][CH:15]=1, predict the reaction product. The product is: [O:11]1[C:10]2[CH:9]=[CH:8][C:5]([CH2:6][NH:7][C:31]([C:19]3[C:20](=[O:30])[NH:21][C:22]4[C:17]([CH:18]=3)=[CH:16][CH:15]=[C:14]([O:13][CH3:12])[C:23]=4[O:24][CH2:25][CH2:26][CH2:27][CH2:28][CH3:29])=[O:32])=[CH:4][C:3]=2[O:2][CH2:1]1. (6) Given the reactants [CH2:1]([N:5]1[C:13]2[N:12]=[CH:11][NH:10][C:9]=2[C:8](=[O:14])[NH:7]/[C:6]/1=[N:15]\[NH2:16])[CH2:2][CH2:3][CH3:4].[CH:17]([O-])([O-])OCC, predict the reaction product. The product is: [CH2:1]([N:5]1[C:13]2[N:12]=[CH:11][NH:10][C:9]=2[C:8](=[O:14])[N:7]2[CH:17]=[N:16][N:15]=[C:6]12)[CH2:2][CH2:3][CH3:4]. (7) Given the reactants C(OC(=O)[NH:7][C@H:8]([CH2:24][N:25]([C:27](=[O:29])[CH3:28])[OH:26])[CH2:9][C:10]1[CH:15]=[CH:14][C:13]([O:16][C:17]2[CH:22]=[CH:21][C:20]([Cl:23])=[CH:19][CH:18]=2)=[CH:12][CH:11]=1)(C)(C)C.Cl, predict the reaction product. The product is: [ClH:23].[NH2:7][C@@H:8]([CH2:9][C:10]1[CH:15]=[CH:14][C:13]([O:16][C:17]2[CH:18]=[CH:19][C:20]([Cl:23])=[CH:21][CH:22]=2)=[CH:12][CH:11]=1)[CH2:24][N:25]([OH:26])[C:27](=[O:29])[CH3:28].